This data is from Full USPTO retrosynthesis dataset with 1.9M reactions from patents (1976-2016). The task is: Predict the reactants needed to synthesize the given product. Given the product [Br:1][C:2]1[CH:3]=[CH:4][C:5]([CH2:8][N:10]2[CH2:15][CH2:14][O:13][CH2:12][CH2:11]2)=[N:6][CH:7]=1, predict the reactants needed to synthesize it. The reactants are: [Br:1][C:2]1[CH:3]=[CH:4][C:5]([CH:8]=O)=[N:6][CH:7]=1.[NH:10]1[CH2:15][CH2:14][O:13][CH2:12][CH2:11]1.[BH-](OC(C)=O)(OC(C)=O)OC(C)=O.[Na+].C([O-])([O-])=O.[Na+].[Na+].